The task is: Predict the reaction yield, written as a fraction of the theoretical maximum amount of product (1.0 means a 100% yield; for example, 0.34 means a 34% yield).. This data is from Reaction yield outcomes from USPTO patents with 853,638 reactions. The reactants are [Br:1][C:2]1[CH:7]=[CH:6][C:5]([N:8]=[C:9]=[O:10])=[CH:4][C:3]=1[C:11]([F:14])([F:13])[F:12].[CH3:15][NH:16][C:17]([C:19]1[CH:24]=[C:23]([O:25][C:26]2[CH:32]=[CH:31][C:29]([NH2:30])=[CH:28][CH:27]=2)[CH:22]=[CH:21][N:20]=1)=[O:18]. The catalyst is C(Cl)Cl. The product is [Br:1][C:2]1[CH:7]=[CH:6][C:5]([NH:8][C:9]([NH:30][C:29]2[CH:28]=[CH:27][C:26]([O:25][C:23]3[CH:22]=[CH:21][N:20]=[C:19]([C:17](=[O:18])[NH:16][CH3:15])[CH:24]=3)=[CH:32][CH:31]=2)=[O:10])=[CH:4][C:3]=1[C:11]([F:12])([F:13])[F:14]. The yield is 0.900.